The task is: Predict the reaction yield, written as a fraction of the theoretical maximum amount of product (1.0 means a 100% yield; for example, 0.34 means a 34% yield).. This data is from Reaction yield outcomes from USPTO patents with 853,638 reactions. (1) The yield is 0.860. The product is [NH2:15][C@H:12]([C:6]1[N:5]([CH:23]2[CH2:24][CH2:25]2)[C:4](=[O:26])[C:3]2[C:8](=[CH:9][CH:10]=[CH:11][C:2]=2[F:1])[N:7]=1)[CH2:13][CH3:14]. The catalyst is CCOC(C)=O. The reactants are [F:1][C:2]1[CH:11]=[CH:10][CH:9]=[C:8]2[C:3]=1[C:4](=[O:26])[N:5]([CH:23]1[CH2:25][CH2:24]1)[C:6]([C@@H:12]([NH:15]C(=O)OC(C)(C)C)[CH2:13][CH3:14])=[N:7]2.Cl.O.C([O-])(O)=O.[Na+]. (2) The product is [C:1]([C:5]1[N:6]([CH3:17])[C:7]2[C:12]([CH:13]=1)=[CH:11][C:10]([NH2:14])=[CH:9][CH:8]=2)([CH3:4])([CH3:2])[CH3:3]. The yield is 0.660. The reactants are [C:1]([C:5]1[N:6]([CH3:17])[C:7]2[C:12]([CH:13]=1)=[CH:11][C:10]([N+:14]([O-])=O)=[CH:9][CH:8]=2)([CH3:4])([CH3:3])[CH3:2]. The catalyst is CO.[Ni]. (3) The yield is 0.970. The catalyst is O1CCOCC1.C(OCC)(=O)C.C1C=CC(P(C2C=CC=CC=2)[C-]2C=CC=C2)=CC=1.C1C=CC(P(C2C=CC=CC=2)[C-]2C=CC=C2)=CC=1.Cl[Pd]Cl.[Fe+2]. The reactants are Br[C:2]1[C:7](=[O:8])[N:6]([CH2:9][C:10]2[CH:15]=[CH:14][C:13]([C:16]3[C:17]([C:22]#[N:23])=[CH:18][CH:19]=[CH:20][CH:21]=3)=[CH:12][CH:11]=2)[C:5]([CH2:24][CH2:25][CH2:26][CH3:27])=[N:4][C:3]=1[CH3:28].[F:29][C:30]1[CH:35]=[CH:34][C:33](B(O)O)=[CH:32][CH:31]=1.C(=O)([O-])[O-].[Cs+].[Cs+]. The product is [CH2:24]([C:5]1[N:6]([CH2:9][C:10]2[CH:15]=[CH:14][C:13]([C:16]3[C:17]([C:22]#[N:23])=[CH:18][CH:19]=[CH:20][CH:21]=3)=[CH:12][CH:11]=2)[C:7](=[O:8])[C:2]([C:33]2[CH:34]=[CH:35][C:30]([F:29])=[CH:31][CH:32]=2)=[C:3]([CH3:28])[N:4]=1)[CH2:25][CH2:26][CH3:27]. (4) The reactants are Cl[C:2]1[CH:7]=[CH:6][C:5]([C:8]#[N:9])=[CH:4][N:3]=1.CS(C)=O.[CH:14]([N:17]1[CH2:22][CH2:21][NH:20][CH2:19][CH2:18]1)([CH3:16])[CH3:15]. The catalyst is O. The product is [CH:14]([N:17]1[CH2:22][CH2:21][N:20]([C:2]2[CH:7]=[CH:6][C:5]([C:8]#[N:9])=[CH:4][N:3]=2)[CH2:19][CH2:18]1)([CH3:16])[CH3:15]. The yield is 0.820. (5) The reactants are C([BH3-])#N.[Na+].[CH3:5][N:6]1[C:18]2[CH2:17][CH2:16][C@@H:15]([NH2:19])[CH2:14][C:13]=2[C:12]2[C:7]1=[CH:8][CH:9]=[C:10]([S:20]([C:23]1[CH:28]=[CH:27][CH:26]=[CH:25][CH:24]=1)(=[O:22])=[O:21])[CH:11]=2.[OH-].[Na+]. The catalyst is CO.C(O)(C(F)(F)F)=O.O. The product is [CH3:5][N:6]1[CH:18]2[CH:13]([CH2:14][C@H:15]([NH2:19])[CH2:16][CH2:17]2)[C:12]2[C:7]1=[CH:8][CH:9]=[C:10]([S:20]([C:23]1[CH:28]=[CH:27][CH:26]=[CH:25][CH:24]=1)(=[O:22])=[O:21])[CH:11]=2. The yield is 0.190. (6) The reactants are [CH3:1][C:2]1[CH:3]=[CH:4][C:5]([NH:15]C(=O)C(F)(F)F)=[C:6]([CH:14]=1)[C:7]([O:9][C:10]([CH3:13])([CH3:12])[CH3:11])=[O:8].[BH4-].[Na+].O. The catalyst is C(O)C. The product is [NH2:15][C:5]1[CH:4]=[CH:3][C:2]([CH3:1])=[CH:14][C:6]=1[C:7]([O:9][C:10]([CH3:13])([CH3:12])[CH3:11])=[O:8]. The yield is 0.910. (7) The reactants are [C:1]([O:5][C:6]([N:8]([CH2:26][C:27]([O:29][C:30]([CH3:33])([CH3:32])[CH3:31])=[O:28])[C:9]1[CH:14]=[CH:13][CH:12]=[C:11]([CH2:15][NH:16][S:17]([C:20]2[CH:25]=[CH:24][CH:23]=[CH:22][N:21]=2)(=[O:19])=[O:18])[N:10]=1)=[O:7])([CH3:4])([CH3:3])[CH3:2].[CH2:34]([O:37][CH2:38][C:39]1([C:42]2[CH:49]=[CH:48][C:45]([CH2:46]O)=[CH:44][CH:43]=2)[CH2:41][CH2:40]1)[CH2:35][CH3:36].C(P(CCCC)CCCC)CCC.CN(C)C(N=NC(N(C)C)=O)=O. The catalyst is O1CCCC1. The product is [C:1]([O:5][C:6]([N:8]([CH2:26][C:27]([O:29][C:30]([CH3:33])([CH3:32])[CH3:31])=[O:28])[C:9]1[CH:14]=[CH:13][CH:12]=[C:11]([CH:15]([CH2:46][C:45]2[CH:48]=[CH:49][C:42]([C:39]3([CH2:38][O:37][CH2:34][CH2:35][CH3:36])[CH2:41][CH2:40]3)=[CH:43][CH:44]=2)[NH:16][S:17]([C:20]2[CH:25]=[CH:24][CH:23]=[CH:22][N:21]=2)(=[O:19])=[O:18])[N:10]=1)=[O:7])([CH3:4])([CH3:3])[CH3:2]. The yield is 0.930.